Dataset: Full USPTO retrosynthesis dataset with 1.9M reactions from patents (1976-2016). Task: Predict the reactants needed to synthesize the given product. (1) Given the product [Br-:16].[CH2:11]([C:13]1[C:22]([CH3:23])=[CH:21][C:20]2[C:25](=[CH:26][CH:27]=[CH:18][CH:19]=2)[C:24]=1[N+:3]1[C:2]([Cl:1])=[C:6]([Cl:7])[NH:5][CH:4]=1)[CH2:12][CH3:28], predict the reactants needed to synthesize it. The reactants are: [Cl:1][C:2]1[N:3]=[CH:4][NH:5][C:6]=1[Cl:7].[OH-].[K+].I[CH:11]([CH3:13])[CH3:12].[K+].[Br-].[Br:16]C[C:18]1[CH:27]=[CH:26][C:25]2[C:20](=[CH:21][CH:22]=[CH:23][CH:24]=2)[CH:19]=1.[C:28](#N)C. (2) Given the product [CH2:1]1[C:2]2[C:11]3[C:6]([C:5](=[CH:4][CH:3]=2)[CH2:12][CH2:40][C:31]2[C:32]4[C:33]([C:16](=[CH:17][CH:18]=2)[CH2:15]1)=[CH:34][CH:35]=[CH:36][CH:37]=4)=[CH:7][CH:8]=[CH:9][CH:10]=3, predict the reactants needed to synthesize it. The reactants are: [CH3:1][C:2]1[C:11]2[C:6](=[CH:7][CH:8]=[CH:9][CH:10]=2)[C:5]([CH3:12])=[CH:4][CH:3]=1.BrN1[C:18](=O)[CH2:17][CH2:16][C:15]1=O.[C:31](OO[C:31](=O)[C:32]1[CH:37]=[CH:36][CH:35]=[CH:34][CH:33]=1)(=O)[C:32]1[CH:37]=[CH:36][CH:35]=[CH:34][CH:33]=1.O.[C:40](Cl)(Cl)(Cl)Cl. (3) The reactants are: Cl.NC[CH2:4][C:5]1[CH:6]=[C:7](B(O)O)[CH:8]=[CH:9][CH:10]=1.Br[C:15]1[CH:20]=[CH:19][C:18]([C:21]([F:24])([F:23])[F:22])=[CH:17][CH:16]=1.P([O-])([O-])([O-])=O.[K+].[K+].[K+].[N:33]#N. Given the product [F:22][C:21]([F:24])([F:23])[C:18]1[CH:19]=[CH:20][C:15]([C:9]2[CH:8]=[CH:7][CH:6]=[C:5]([CH2:4][NH2:33])[CH:10]=2)=[CH:16][CH:17]=1, predict the reactants needed to synthesize it. (4) Given the product [CH3:30][C:11]1[NH:10][C:14]2=[N:15][CH:16]=[CH:17][CH:18]=[C:13]2[C:12]=1[C:19]1[C:28]2[C:23](=[CH:24][N:25]=[CH:26][CH:27]=2)[C:22]([NH2:29])=[N:21][CH:20]=1, predict the reactants needed to synthesize it. The reactants are: C1(S([N:10]2[C:14]3=[N:15][CH:16]=[CH:17][CH:18]=[C:13]3[C:12]([C:19]3[C:28]4[C:23](=[CH:24][N:25]=[CH:26][CH:27]=4)[C:22]([NH2:29])=[N:21][CH:20]=3)=[C:11]2[CH3:30])(=O)=O)C=CC=CC=1.C(=O)([O-])[O-].[Cs+].[Cs+]. (5) Given the product [C:30]([O:29][C:28](=[O:34])[NH:27][C@H:12]1[CH2:11][O:10][CH2:9][C@H:8]([CH2:1][C:2]2[CH:7]=[CH:6][CH:5]=[CH:4][CH:3]=2)[C@@H:16]([OH:17])[C@H:15]([CH3:25])[O:14][C:13]1=[O:26])([CH3:32])([CH3:31])[CH3:33], predict the reactants needed to synthesize it. The reactants are: [CH2:1]([C@@H:8]1[C@@H:16]([O:17][Si](C(C)(C)C)(C)C)[C@H:15]([CH3:25])[O:14][C:13](=[O:26])[C@@H:12]([NH:27][C:28](=[O:34])[O:29][C:30]([CH3:33])([CH3:32])[CH3:31])[CH2:11][O:10][CH2:9]1)[C:2]1[CH:7]=[CH:6][CH:5]=[CH:4][CH:3]=1.N1C=CC=CC=1.C1COCC1.C1C=CN=CC=1.F.C([O-])([O-])=O.[Na+].[Na+]. (6) Given the product [ClH:25].[ClH:25].[ClH:25].[NH2:7][CH:8]1[CH2:13][CH2:12][N:11]([CH2:14][CH2:15][N:16]2[CH2:21][CH2:20][C@H:19]([OH:22])[C@@H:18]([CH3:23])[CH2:17]2)[CH2:10][CH2:9]1, predict the reactants needed to synthesize it. The reactants are: C(OC(=O)[NH:7][CH:8]1[CH2:13][CH2:12][N:11]([CH2:14][CH2:15][N:16]2[CH2:21][CH2:20][C@H:19]([OH:22])[C@@H:18]([CH3:23])[CH2:17]2)[CH2:10][CH2:9]1)(C)(C)C.[ClH:25].O1CCOCC1.Cl.Cl.Cl.CC1CCN(CCN2CCC(N)CC2)CC1. (7) The reactants are: O[C@@H:2]1[CH2:7][CH2:6][CH2:5][CH2:4][C@H:3]1[N:8]1[C:32](=[O:33])[C:11]2=[CH:12][N:13]([CH2:20][C:21]3[CH:26]=[CH:25][C:24]([N:27]4[CH:31]=[CH:30][CH:29]=[N:28]4)=[CH:23][CH:22]=3)[C:14]3[CH:15]=[CH:16][CH:17]=[CH:18][C:19]=3[C:10]2=[N:9]1.COCCN(S(F)(F)[F:44])CCOC.C(=O)(O)[O-].[Na+]. Given the product [F:44][C@H:2]1[CH2:7][CH2:6][CH2:5][CH2:4][C@H:3]1[N:8]1[C:32](=[O:33])[C:11]2=[CH:12][N:13]([CH2:20][C:21]3[CH:26]=[CH:25][C:24]([N:27]4[CH:31]=[CH:30][CH:29]=[N:28]4)=[CH:23][CH:22]=3)[C:14]3[CH:15]=[CH:16][CH:17]=[CH:18][C:19]=3[C:10]2=[N:9]1, predict the reactants needed to synthesize it. (8) The reactants are: C1COCC1.[F:6][C:7]1[CH:12]=[C:11]([O:13][CH3:14])[CH:10]=[C:9]([F:15])[CH:8]=1.C([Li])CCC.[F:21][C:22]([F:27])([F:26])[C:23]([CH3:25])=[O:24]. Given the product [F:6][C:7]1[CH:12]=[C:11]([O:13][CH3:14])[CH:10]=[C:9]([F:15])[C:8]=1[C:23]([OH:24])([CH3:25])[C:22]([F:27])([F:26])[F:21], predict the reactants needed to synthesize it. (9) Given the product [F:1][C:2]1[N:10]=[C:9]2[C:5]([N:6]=[CH:7][N:8]2[CH:27]([CH3:29])[CH3:28])=[C:4]([NH:11][CH2:12][C:13]2[C:18]([CH3:19])=[CH:17][CH:16]=[CH:15][N:14]=2)[N:3]=1, predict the reactants needed to synthesize it. The reactants are: [F:1][C:2]1[N:10]=[C:9]2[C:5]([N:6]=[CH:7][NH:8]2)=[C:4]([NH:11][CH2:12][C:13]2[C:18]([CH3:19])=[CH:17][CH:16]=[CH:15][N:14]=2)[N:3]=1.C([O-])([O-])=O.[K+].[K+].Br[CH:27]([CH3:29])[CH3:28].C(Cl)Cl.CCOCC.CO. (10) Given the product [Br:1][C:2]1[CH:3]=[N:4][C:5]([C:8]([N:23]2[CH2:22][CH2:21][N:20]([C:26]([O:28][C:29]([CH3:32])([CH3:31])[CH3:30])=[O:27])[CH2:25][CH2:24]2)=[O:9])=[N:6][CH:7]=1, predict the reactants needed to synthesize it. The reactants are: [Br:1][C:2]1[CH:3]=[N:4][C:5]([C:8](Cl)=[O:9])=[N:6][CH:7]=1.C(N(CC)C(C)C)(C)C.[N:20]1([C:26]([O:28][C:29]([CH3:32])([CH3:31])[CH3:30])=[O:27])[CH2:25][CH2:24][NH:23][CH2:22][CH2:21]1.O.